Dataset: Full USPTO retrosynthesis dataset with 1.9M reactions from patents (1976-2016). Task: Predict the reactants needed to synthesize the given product. Given the product [CH2:11]([O:10][C:8](=[O:9])[C:2]([CH2:21][S:20][CH2:13][C:14]1[CH:19]=[CH:18][CH:17]=[CH:16][CH:15]=1)([CH3:1])[C:3]([O:5][CH2:6][CH3:7])=[O:4])[CH3:12], predict the reactants needed to synthesize it. The reactants are: [CH3:1][CH:2]([C:8]([O:10][CH2:11][CH3:12])=[O:9])[C:3]([O:5][CH2:6][CH3:7])=[O:4].[CH2:13]([S:20][CH2:21]Br)[C:14]1[CH:19]=[CH:18][CH:17]=[CH:16][CH:15]=1.[O-]CCCC.[K+].